Dataset: Peptide-MHC class I binding affinity with 185,985 pairs from IEDB/IMGT. Task: Regression. Given a peptide amino acid sequence and an MHC pseudo amino acid sequence, predict their binding affinity value. This is MHC class I binding data. (1) The peptide sequence is ATNDGLIKK. The MHC is HLA-A02:01 with pseudo-sequence HLA-A02:01. The binding affinity (normalized) is 0.0847. (2) The MHC is HLA-B15:01 with pseudo-sequence HLA-B15:01. The peptide sequence is FIKNKIHLL. The binding affinity (normalized) is 0.576. (3) The peptide sequence is NSSKVSQNY. The MHC is HLA-B58:01 with pseudo-sequence HLA-B58:01. The binding affinity (normalized) is 0.246.